This data is from Forward reaction prediction with 1.9M reactions from USPTO patents (1976-2016). The task is: Predict the product of the given reaction. (1) Given the reactants [Cl:1][C:2]1[C:3]([C:8]([O:10]CC)=[O:9])=[N:4][NH:5][C:6]=1[CH3:7].[OH-].[Na+].Cl, predict the reaction product. The product is: [Cl:1][C:2]1[C:3]([C:8]([OH:10])=[O:9])=[N:4][NH:5][C:6]=1[CH3:7]. (2) Given the reactants [NH2:1][C:2]1[CH:3]=[C:4]([C:8]2[CH:22]=[CH:21][C:11]3[N:12]=[C:13]([NH:15][C:16]([NH:18][CH2:19][CH3:20])=[O:17])[S:14][C:10]=3[CH:9]=2)[CH:5]=[CH:6][CH:7]=1.C(N(CC)CC)C.[C:30]1([N:36]=[C:37]=[O:38])[CH:35]=[CH:34][CH:33]=[CH:32][CH:31]=1, predict the reaction product. The product is: [C:30]1([NH:36][C:37]([NH:1][C:2]2[CH:3]=[C:4]([C:8]3[CH:22]=[CH:21][C:11]4[N:12]=[C:13]([NH:15][C:16]([NH:18][CH2:19][CH3:20])=[O:17])[S:14][C:10]=4[CH:9]=3)[CH:5]=[CH:6][CH:7]=2)=[O:38])[CH:35]=[CH:34][CH:33]=[CH:32][CH:31]=1. (3) Given the reactants C([Li])CCC.Br[C:7]1[CH:8]=[N:9][N:10]([CH3:12])[CH:11]=1.[F:13][C:14]1[CH:19]=[C:18]([F:20])[CH:17]=[CH:16][C:15]=1[C@:21]12[CH2:30][O:29][C:28](=[O:31])[CH2:27][C@H:26]1[CH2:25][S:24][C:23]([NH:32][C:33](=[O:40])[C:34]1[CH:39]=[CH:38][CH:37]=[CH:36][CH:35]=1)=[N:22]2, predict the reaction product. The product is: [F:13][C:14]1[CH:19]=[C:18]([F:20])[CH:17]=[CH:16][C:15]=1[C@:21]12[CH2:30][O:29][C:28]([OH:31])([C:7]3[CH:8]=[N:9][N:10]([CH3:12])[CH:11]=3)[CH2:27][C@H:26]1[CH2:25][S:24][C:23]([NH:32][C:33](=[O:40])[C:34]1[CH:35]=[CH:36][CH:37]=[CH:38][CH:39]=1)=[N:22]2. (4) Given the reactants O[Li].O.[CH3:4][C:5]1[CH:10]=[CH:9][N:8]=[C:7]([NH:11][CH2:12][CH2:13][CH2:14][O:15][C:16]2[CH:37]=[CH:36][C:19]3[CH2:20][C@@H:21]([CH2:31][C:32]([O:34]C)=[O:33])[C:22](=[O:30])[N:23]([CH2:25][C:26]([F:29])([F:28])[F:27])[CH2:24][C:18]=3[CH:17]=2)[CH:6]=1, predict the reaction product. The product is: [CH3:4][C:5]1[CH:10]=[CH:9][N:8]=[C:7]([NH:11][CH2:12][CH2:13][CH2:14][O:15][C:16]2[CH:37]=[CH:36][C:19]3[CH2:20][C@@H:21]([CH2:31][C:32]([OH:34])=[O:33])[C:22](=[O:30])[N:23]([CH2:25][C:26]([F:27])([F:28])[F:29])[CH2:24][C:18]=3[CH:17]=2)[CH:6]=1. (5) The product is: [ClH:32].[CH:1]1([C:4]2[C:5]([O:15][C@@H:16]3[CH2:21][CH2:20][CH2:19][N:18]([C@H:22]([C:26]4[CH:31]=[C:30]([Cl:32])[CH:29]=[C:28]([Cl:33])[CH:27]=4)[CH2:23][O:24][CH3:25])[CH2:17]3)=[CH:6][C:7]([F:14])=[C:8]([CH:13]=2)[C:9]([OH:11])=[O:10])[CH2:3][CH2:2]1. Given the reactants [CH:1]1([C:4]2[C:5]([O:15][C@@H:16]3[CH2:21][CH2:20][CH2:19][N:18]([CH:22]([C:26]4[CH:31]=[C:30]([Cl:32])[CH:29]=[C:28]([Cl:33])[CH:27]=4)[CH2:23][O:24][CH3:25])[CH2:17]3)=[CH:6][C:7]([F:14])=[C:8]([CH:13]=2)[C:9]([O:11]C)=[O:10])[CH2:3][CH2:2]1.[OH-].[Li+], predict the reaction product. (6) The product is: [CH:3]1([C:1]#[C:2][C:9]2[CH:10]=[C:11]([CH:15]([OH:26])[CH2:16][CH2:17][NH:18][C:19](=[O:25])[O:20][C:21]([CH3:22])([CH3:24])[CH3:23])[CH:12]=[CH:13][CH:14]=2)[CH2:7][CH2:6][CH2:5][CH2:4]1. Given the reactants [C:1]([CH:3]1[CH2:7][CH2:6][CH2:5][CH2:4]1)#[CH:2].Br[C:9]1[CH:10]=[C:11]([CH:15]([OH:26])[CH2:16][CH2:17][NH:18][C:19](=[O:25])[O:20][C:21]([CH3:24])([CH3:23])[CH3:22])[CH:12]=[CH:13][CH:14]=1, predict the reaction product. (7) Given the reactants F[C:2]1[CH:7]=[CH:6][C:5]([N+:8]([O-:10])=[O:9])=[CH:4][CH:3]=1.[CH2:11]([OH:14])[CH2:12][OH:13].C(=O)([O-])[O-].[Cs+].[Cs+].CCCCCC.C(OCC)(=O)C, predict the reaction product. The product is: [N+:8]([C:5]1[CH:6]=[CH:7][C:2]([O:13][CH2:12][CH2:11][OH:14])=[CH:3][CH:4]=1)([O-:10])=[O:9].